From a dataset of Forward reaction prediction with 1.9M reactions from USPTO patents (1976-2016). Predict the product of the given reaction. (1) Given the reactants [NH2:1][C:2]1[CH:3]=[C:4]([OH:12])[C:5](=[CH:10][CH:11]=1)[C:6]([O:8][CH3:9])=[O:7].[Cl:13][C:14]1[C:19]([Cl:20])=[CH:18][CH:17]=[CH:16][C:15]=1[S:21](Cl)(=[O:23])=[O:22], predict the reaction product. The product is: [Cl:13][C:14]1[C:19]([Cl:20])=[CH:18][CH:17]=[CH:16][C:15]=1[S:21]([NH:1][C:2]1[CH:11]=[CH:10][C:5]([C:6]([O:8][CH3:9])=[O:7])=[C:4]([OH:12])[CH:3]=1)(=[O:23])=[O:22]. (2) Given the reactants [C:1]([N:9]1[C:17]2[C:12](=[CH:13][CH:14]=[CH:15][CH:16]=2)[CH2:11][CH:10]1[C:18]1[N:19]([CH3:38])[C:20](=[O:37])[C:21]([O:28]C(=O)C2C=CC=CC=2)=[C:22]([C:24]([O:26]C)=O)[N:23]=1)(=[O:8])[C:2]1[CH:7]=[CH:6][CH:5]=[CH:4][CH:3]=1.[F:39][C:40]1[CH:47]=[CH:46][C:43]([CH2:44][NH2:45])=[CH:42][CH:41]=1.CC#N.O, predict the reaction product. The product is: [C:1]([N:9]1[C:17]2[C:12](=[CH:13][CH:14]=[CH:15][CH:16]=2)[CH2:11][CH:10]1[C:18]1[N:19]([CH3:38])[C:20](=[O:37])[C:21]([OH:28])=[C:22]([C:24]([NH:45][CH2:44][C:43]2[CH:46]=[CH:47][C:40]([F:39])=[CH:41][CH:42]=2)=[O:26])[N:23]=1)(=[O:8])[C:2]1[CH:7]=[CH:6][CH:5]=[CH:4][CH:3]=1. (3) Given the reactants [F:1][C:2]1[CH:7]=[CH:6][C:5]([O:8]C)=[CH:4][C:3]=1[NH:10][C:11](N)=[S:12].C[Si](OP(=O)=O)(C)C.C(=O)(O)[O-].[Na+].[F:27][C:28]([F:33])([F:32])C(O)=O, predict the reaction product. The product is: [F:1][C:2]1[C:3]2[N:10]=[C:11]([C:28]([F:33])([F:32])[F:27])[S:12][C:4]=2[C:5]([OH:8])=[CH:6][CH:7]=1. (4) Given the reactants [H-].[Na+].CN(C)C=O.[NH:8]1[CH:12]=[CH:11][N:10]=[CH:9]1.[Cl:13][C:14]1[N:23]=[C:22](Cl)[C:21]2[C:16](=[CH:17][CH:18]=[CH:19][CH:20]=2)[N:15]=1, predict the reaction product. The product is: [Cl:13][C:14]1[N:23]=[C:22]([N:8]2[CH:12]=[CH:11][N:10]=[CH:9]2)[C:21]2[C:16](=[CH:17][CH:18]=[CH:19][CH:20]=2)[N:15]=1.